Dataset: Peptide-MHC class I binding affinity with 185,985 pairs from IEDB/IMGT. Task: Regression. Given a peptide amino acid sequence and an MHC pseudo amino acid sequence, predict their binding affinity value. This is MHC class I binding data. (1) The peptide sequence is EAVRHFPRI. The MHC is HLA-B35:01 with pseudo-sequence HLA-B35:01. The binding affinity (normalized) is 0. (2) The peptide sequence is HLKRTILAL. The MHC is HLA-B08:01 with pseudo-sequence HLA-B08:01. The binding affinity (normalized) is 0.489. (3) The peptide sequence is WPRHRRLSI. The MHC is HLA-B15:17 with pseudo-sequence HLA-B15:17. The binding affinity (normalized) is 0.0847. (4) The peptide sequence is WPWNAREDV. The MHC is HLA-B27:05 with pseudo-sequence HLA-B27:05. The binding affinity (normalized) is 0.0847.